Task: Predict which catalyst facilitates the given reaction.. Dataset: Catalyst prediction with 721,799 reactions and 888 catalyst types from USPTO (1) Reactant: [CH3:1][CH:2]([CH3:9])[CH:3]=[CH:4][C:5](=[O:8])[CH2:6][CH3:7].[CH:10]1[CH2:14][CH:13]=[CH:12][CH:11]=1.Cl(O)(=O)(=O)=O.C([C@@H]1N[C@H](C2OC(C)=CC=2)N(C)C1=O)C1C=CC=CC=1. The catalyst class is: 6. Product: [CH:2]([C@H:3]1[C@@H:12]2[CH2:13][C@H:14]([CH:10]=[CH:11]2)[C@H:4]1[C:5](=[O:8])[CH2:6][CH3:7])([CH3:9])[CH3:1]. (2) Reactant: [OH-].[Na+].[CH2:3]([NH:10][C:11](=[O:34])[N:12]([C:14]1[CH:15]=[C:16]([C:20]2[CH:25]=[CH:24][C:23](/[CH:26]=[C:27](\[O:32][CH3:33])/[C:28]([O:30]C)=[O:29])=[CH:22][CH:21]=2)[CH:17]=[CH:18][CH:19]=1)[CH3:13])[CH2:4][CH2:5][CH2:6][CH2:7][CH2:8][CH3:9].C(O)(=O)C. Product: [CH2:3]([NH:10][C:11](=[O:34])[N:12]([C:14]1[CH:15]=[C:16]([C:20]2[CH:21]=[CH:22][C:23](/[CH:26]=[C:27](\[O:32][CH3:33])/[C:28]([OH:30])=[O:29])=[CH:24][CH:25]=2)[CH:17]=[CH:18][CH:19]=1)[CH3:13])[CH2:4][CH2:5][CH2:6][CH2:7][CH2:8][CH3:9]. The catalyst class is: 7. (3) Reactant: [CH2:1]([O:3][C:4](=[O:15])[C:5]([CH3:14])=[CH:6][C:7]1[CH:12]=[CH:11][CH:10]=[CH:9][C:8]=1[Br:13])[CH3:2].[Br:16]N1C(=O)CCC1=O.C(N(CC)CC)C. Product: [CH2:1]([O:3][C:4](=[O:15])[C:5]([CH3:14])=[C:6]([Br:16])[C:7]1[CH:12]=[CH:11][CH:10]=[CH:9][C:8]=1[Br:13])[CH3:2]. The catalyst class is: 2. (4) Reactant: [NH2:1][C:2]1[N:7]=[C:6](Cl)[CH:5]=[C:4](C)[N:3]=1.[CH2:10]([NH2:12])[CH3:11]. Product: [NH2:1][C:2]1[N:3]=[CH:4][CH:5]=[C:6]([NH:12][CH2:10][CH3:11])[N:7]=1. The catalyst class is: 6. (5) Reactant: Cl[C:2]1C=C(C=C[CH:11]=1)C(OO)=[O:6].[CH2:12]([S:14][C:15]1[CH:19]=[CH:18][S:17][C:16]=1[C:20]1[N:32]([CH3:33])[C:23]2=[N:24][CH:25]=[C:26]([C:28]([F:31])([F:30])[F:29])[CH:27]=[C:22]2[N:21]=1)[CH3:13].C(=O)(O)[O-].[Na+].[S:39]([O-:43])([O-])(=[O:41])=S.[Na+].[Na+]. Product: [CH2:12]([S:14]([C:15]1[CH:19]=[CH:18][S:17][C:16]=1[C:20]1[N:32]([CH3:33])[C:23]2=[N:24][CH:25]=[C:26]([C:28]([F:31])([F:29])[F:30])[CH:27]=[C:22]2[N:21]=1)=[O:6])[CH3:13].[CH2:2]([S:39]([C:15]1[CH:19]=[CH:18][S:17][C:16]=1[C:20]1[N:32]([CH3:33])[C:23]2=[N:24][CH:25]=[C:26]([C:28]([F:31])([F:29])[F:30])[CH:27]=[C:22]2[N:21]=1)(=[O:43])=[O:41])[CH3:11]. The catalyst class is: 22.